This data is from Forward reaction prediction with 1.9M reactions from USPTO patents (1976-2016). The task is: Predict the product of the given reaction. (1) Given the reactants O=[CH:2][C:3]1[CH:11]=[CH:10][C:8]([OH:9])=[C:5]([O:6][CH3:7])[CH:4]=1.[NH:12]1[CH2:17][CH2:16][O:15][CH2:14][CH2:13]1.C(O)=O.Cl, predict the reaction product. The product is: [CH3:7][O:6][C:5]1[CH:4]=[C:3]([CH2:2][N:12]2[CH2:17][CH2:16][O:15][CH2:14][CH2:13]2)[CH:11]=[CH:10][C:8]=1[OH:9]. (2) Given the reactants Cl.[CH2:2]([O:9][C:10]1[CH:19]=[CH:18][CH:17]=[C:16]2[C:11]=1[CH2:12][CH2:13][CH2:14][CH:15]2[C:20]([N:22]([C:29]1[CH:30]=[N:31][C:32]([CH:35]([CH3:37])[CH3:36])=[CH:33][CH:34]=1)[CH2:23][C:24]1[CH:25]=[N:26][NH:27][CH:28]=1)=[O:21])[C:3]1[CH:8]=[CH:7][CH:6]=[CH:5][CH:4]=1.Cl[CH2:39][C:40]1[C:41]([O:48][CH3:49])=[N:42][C:43]([O:46][CH3:47])=[CH:44][CH:45]=1, predict the reaction product. The product is: [CH2:2]([O:9][C:10]1[CH:19]=[CH:18][CH:17]=[C:16]2[C:11]=1[CH2:12][CH2:13][CH2:14][CH:15]2[C:20]([N:22]([CH2:23][C:24]1[CH:25]=[N:26][N:27]([CH2:39][C:40]2[C:41]([O:48][CH3:49])=[N:42][C:43]([O:46][CH3:47])=[CH:44][CH:45]=2)[CH:28]=1)[C:29]1[CH:30]=[N:31][C:32]([CH:35]([CH3:37])[CH3:36])=[CH:33][CH:34]=1)=[O:21])[C:3]1[CH:8]=[CH:7][CH:6]=[CH:5][CH:4]=1. (3) Given the reactants [CH3:1][C:2]1[CH:11]=[C:10]2[C:5]([C:6]([C:15]3[CH:20]=[CH:19][CH:18]=[CH:17][CH:16]=3)=[C:7]([C:13]#[N:14])[C:8](=[NH:12])[O:9]2)=[CH:4][C:3]=1[Cl:21].CC1C(Cl)=CC(C(C2C=CC=CC=2)=O)=C(O)C=1.C(#N)CC#N.N1CCCCC1, predict the reaction product. The product is: [NH2:12][C:8]1[O:9][C:10]2[C:5]([CH:6]([C:15]3[CH:16]=[CH:17][CH:18]=[CH:19][CH:20]=3)[C:7]=1[C:13]#[N:14])=[CH:4][C:3]([Cl:21])=[C:2]([CH3:1])[CH:11]=2.